This data is from Peptide-MHC class I binding affinity with 185,985 pairs from IEDB/IMGT. The task is: Regression. Given a peptide amino acid sequence and an MHC pseudo amino acid sequence, predict their binding affinity value. This is MHC class I binding data. The peptide sequence is LIAKSSSVI. The MHC is HLA-B08:01 with pseudo-sequence HLA-B08:01. The binding affinity (normalized) is 0.763.